Dataset: Full USPTO retrosynthesis dataset with 1.9M reactions from patents (1976-2016). Task: Predict the reactants needed to synthesize the given product. Given the product [NH:33]1[C:34]2=[N:35][CH:36]=[CH:37][CH:38]=[C:39]2[C:31]([CH2:30][O:29][CH2:28][CH:25]2[CH2:26][CH2:27][C:22]([CH2:15][C:16]3[CH:21]=[CH:20][CH:19]=[CH:18][CH:17]=3)([N:47]([CH3:49])[CH3:48])[CH2:23][CH2:24]2)=[CH:32]1, predict the reactants needed to synthesize it. The reactants are: O.[F-].C([N+](C)(C)C)C1C=CC=CC=1.Cl.[CH2:15]([C:22]1([N:47]([CH3:49])[CH3:48])[CH2:27][CH2:26][CH:25]([CH2:28][O:29][CH2:30][C:31]2[C:39]3[C:34](=[N:35][CH:36]=[CH:37][CH:38]=3)[NH:33][C:32]=2[Si](CC)(CC)CC)[CH2:24][CH2:23]1)[C:16]1[CH:21]=[CH:20][CH:19]=[CH:18][CH:17]=1.